Dataset: Forward reaction prediction with 1.9M reactions from USPTO patents (1976-2016). Task: Predict the product of the given reaction. (1) Given the reactants CN1C=C(C2NC3=NC=CC(C4C=CC(C5(NC(C6OC(C(C)(C)C)=NN=6)=O)CC5)=CC=4)=C3N=2)C=N1.Br[C:38]1[CH:43]=[CH:42][N:41]=[C:40]2[NH:44][C:45]([C:47]3[CH:48]=[N:49][N:50]([CH3:52])[CH:51]=3)=[N:46][C:39]=12.[C:53]([C:57]1[CH:84]=[CH:83][C:60]([C:61]([NH:63][C:64]([C:67]2[CH:72]=[CH:71][C:70](B3OC(C)(C)C(C)(C)O3)=[CH:69][C:68]=2[F:82])([CH3:66])[CH3:65])=[O:62])=[CH:59][CH:58]=1)([CH3:56])([CH3:55])[CH3:54].P([O-])([O-])([O-])=O.[K+].[K+].[K+].C([O-])(=O)C.[Na+].C(#N)C, predict the reaction product. The product is: [C:53]([C:57]1[CH:84]=[CH:83][C:60]([C:61]([NH:63][C:64]([C:67]2[CH:72]=[CH:71][C:70]([C:38]3[CH:43]=[CH:42][N:41]=[C:40]4[NH:44][C:45]([C:47]5[CH:48]=[N:49][N:50]([CH3:52])[CH:51]=5)=[N:46][C:39]=34)=[CH:69][C:68]=2[F:82])([CH3:66])[CH3:65])=[O:62])=[CH:59][CH:58]=1)([CH3:54])([CH3:55])[CH3:56]. (2) The product is: [CH2:16]([O:15][C:14](=[O:19])[CH2:13][CH:10]([C:11]1([CH2:1][CH:2]=[CH2:3])[CH2:12][CH2:13][C:14]2([O:19][CH2:18][C:17]([CH3:20])([CH3:21])[CH2:16][O:15]2)[CH2:22][CH2:23]1)[C:24]#[N:25])[CH3:17]. Given the reactants [CH2:1]([Mg]Cl)[CH:2]=[CH2:3].C(OC(=O)[C:10]([C:24]#[N:25])=[C:11]1[CH2:23][CH2:22][C:14]2([O:19][CH2:18][C:17]([CH3:21])([CH3:20])[CH2:16][O:15]2)[CH2:13][CH2:12]1)C.[NH4+].[Cl-], predict the reaction product. (3) Given the reactants C[O:2][C:3]([C:5]1[CH:10]=[CH:9][C:8]([C:11]2[CH:16]=[CH:15][C:14]([S:17](=[O:25])(=[O:24])[N:18]([C:20]([CH3:23])([CH3:22])[CH3:21])[CH3:19])=[CH:13][CH:12]=2)=[CH:7][CH:6]=1)=[O:4].O[Li].O, predict the reaction product. The product is: [C:20]([N:18]([CH3:19])[S:17]([C:14]1[CH:15]=[CH:16][C:11]([C:8]2[CH:9]=[CH:10][C:5]([C:3]([OH:4])=[O:2])=[CH:6][CH:7]=2)=[CH:12][CH:13]=1)(=[O:25])=[O:24])([CH3:23])([CH3:22])[CH3:21]. (4) Given the reactants C(OC([N:8]1[CH2:13][CH2:12][C:11]2([C:21]3[C:16](=[CH:17][CH:18]=[C:19]([C:22]([OH:24])=[O:23])[CH:20]=3)[NH:15][C:14]2=[O:25])[CH2:10][CH2:9]1)=O)(C)(C)C.O=S(Cl)[Cl:28].[CH3:30]O, predict the reaction product. The product is: [ClH:28].[O:25]=[C:14]1[C:11]2([CH2:12][CH2:13][NH:8][CH2:9][CH2:10]2)[C:21]2[C:16](=[CH:17][CH:18]=[C:19]([C:22]([O:24][CH3:30])=[O:23])[CH:20]=2)[NH:15]1.